Dataset: Forward reaction prediction with 1.9M reactions from USPTO patents (1976-2016). Task: Predict the product of the given reaction. (1) Given the reactants [CH3:1][C:2]1[C:10]([B:11]2[O:15][C:14]([CH3:17])([CH3:16])[C:13]([CH3:19])([CH3:18])[O:12]2)=[CH:9][CH:8]=[CH:7][C:3]=1[C:4](O)=[O:5].S(Cl)([Cl:22])=O, predict the reaction product. The product is: [CH3:1][C:2]1[C:10]([B:11]2[O:15][C:14]([CH3:17])([CH3:16])[C:13]([CH3:19])([CH3:18])[O:12]2)=[CH:9][CH:8]=[CH:7][C:3]=1[C:4]([Cl:22])=[O:5]. (2) Given the reactants [CH2:1]([O:8][C:9]1[CH:14]=[C:13]([F:15])[CH:12]=[CH:11][C:10]=1[C:16]1[C:21]([F:22])=[CH:20][N:19]=[C:18](Cl)[N:17]=1)[C:2]1[CH:7]=[CH:6][CH:5]=[CH:4][CH:3]=1.[C:24]([S:28]([CH2:31][C:32]1[CH:33]=[C:34]([CH:36]=[CH:37][CH:38]=1)[NH2:35])(=[O:30])=[O:29])([CH3:27])([CH3:26])[CH3:25], predict the reaction product. The product is: [CH2:1]([O:8][C:9]1[CH:14]=[C:13]([F:15])[CH:12]=[CH:11][C:10]=1[C:16]1[C:21]([F:22])=[CH:20][N:19]=[C:18]([NH:35][C:34]2[CH:36]=[CH:37][CH:38]=[C:32]([CH2:31][S:28]([C:24]([CH3:27])([CH3:26])[CH3:25])(=[O:30])=[O:29])[CH:33]=2)[N:17]=1)[C:2]1[CH:7]=[CH:6][CH:5]=[CH:4][CH:3]=1. (3) Given the reactants F[C:2]1[CH:3]=[C:4]2[C:9](=[CH:10][C:11]=1[N+:12]([O-:14])=[O:13])[NH:8][C:7](=[O:15])[N:6]([NH:16][S:17]([CH3:20])(=[O:19])=[O:18])[C:5]2=[O:21].[NH:22]1[CH2:26][CH2:25][C@@H:24]([OH:27])[CH2:23]1, predict the reaction product. The product is: [OH:27][C@@H:24]1[CH2:25][CH2:26][N:22]([C:2]2[CH:3]=[C:4]3[C:9](=[CH:10][C:11]=2[N+:12]([O-:14])=[O:13])[NH:8][C:7](=[O:15])[N:6]([NH:16][S:17]([CH3:20])(=[O:19])=[O:18])[C:5]3=[O:21])[CH2:23]1. (4) Given the reactants [CH3:1][N:2]([CH3:30])[C:3]1([C:24]2[CH:29]=[CH:28][CH:27]=[CH:26][CH:25]=2)[CH2:8][CH2:7][CH:6]([NH:9][C:10]([C:12]2[C:16]([CH3:17])=[N:15][N:14]([C:18]3[CH:23]=[CH:22][CH:21]=[CH:20][CH:19]=3)[N:13]=2)=[O:11])[CH2:5][CH2:4]1.Cl.[Cl:32][Si](C)(C)C.C(OC(C)C)(C)C, predict the reaction product. The product is: [ClH:32].[CH3:30][N:2]([CH3:1])[C:3]1([C:24]2[CH:29]=[CH:28][CH:27]=[CH:26][CH:25]=2)[CH2:8][CH2:7][CH:6]([NH:9][C:10]([C:12]2[C:16]([CH3:17])=[N:15][N:14]([C:18]3[CH:19]=[CH:20][CH:21]=[CH:22][CH:23]=3)[N:13]=2)=[O:11])[CH2:5][CH2:4]1. (5) Given the reactants [CH2:1]([OH:16])[CH2:2][O:3][CH2:4][CH2:5][O:6][CH2:7][CH2:8][O:9][CH2:10][CH2:11][O:12][CH2:13][CH2:14][OH:15].[OH-].[K+].[CH2:19](Cl)[C:20]1[CH:25]=[CH:24][CH:23]=[CH:22][CH:21]=1.O, predict the reaction product. The product is: [CH2:19]([O:15][CH2:14][CH2:13][O:12][CH2:11][CH2:10][O:9][CH2:8][CH2:7][O:6][CH2:5][CH2:4][O:3][CH2:2][CH2:1][OH:16])[C:20]1[CH:25]=[CH:24][CH:23]=[CH:22][CH:21]=1. (6) The product is: [CH:1]1([NH:4][C:5](=[O:31])[C:6]2[CH:11]=[CH:10][C:9]([CH3:12])=[C:8]([NH:13][C:14](=[O:30])[C:15]3[CH:20]=[CH:19][C:18]([O:21][CH2:22][C:23]4[CH:28]=[CH:27][CH:26]=[C:25]([NH:36][CH2:35][CH2:34][O:33][CH3:32])[N:24]=4)=[CH:17][CH:16]=3)[CH:7]=2)[CH2:3][CH2:2]1. Given the reactants [CH:1]1([NH:4][C:5](=[O:31])[C:6]2[CH:11]=[CH:10][C:9]([CH3:12])=[C:8]([NH:13][C:14](=[O:30])[C:15]3[CH:20]=[CH:19][C:18]([O:21][CH2:22][C:23]4[CH:28]=[CH:27][CH:26]=[C:25](Br)[N:24]=4)=[CH:17][CH:16]=3)[CH:7]=2)[CH2:3][CH2:2]1.[CH3:32][O:33][CH2:34][CH2:35][NH2:36], predict the reaction product.